From a dataset of NCI-60 drug combinations with 297,098 pairs across 59 cell lines. Regression. Given two drug SMILES strings and cell line genomic features, predict the synergy score measuring deviation from expected non-interaction effect. (1) Drug 1: C1CCC(C1)C(CC#N)N2C=C(C=N2)C3=C4C=CNC4=NC=N3. Drug 2: CC12CCC3C(C1CCC2OP(=O)(O)O)CCC4=C3C=CC(=C4)OC(=O)N(CCCl)CCCl.[Na+]. Cell line: NCI-H226. Synergy scores: CSS=1.10, Synergy_ZIP=-2.72, Synergy_Bliss=-3.41, Synergy_Loewe=-7.32, Synergy_HSA=-4.32. (2) Drug 2: C(=O)(N)NO. Synergy scores: CSS=0.601, Synergy_ZIP=0.177, Synergy_Bliss=1.95, Synergy_Loewe=-1.17, Synergy_HSA=-1.18. Drug 1: C1CC(=O)NC(=O)C1N2CC3=C(C2=O)C=CC=C3N. Cell line: SK-MEL-2.